From a dataset of Forward reaction prediction with 1.9M reactions from USPTO patents (1976-2016). Predict the product of the given reaction. Given the reactants Br[C:2]1[CH:3]=[N:4][C:5]2[C:10]([CH:11]=1)=[CH:9][C:8]([OH:12])=[CH:7][CH:6]=2.[I-:13].[Na+].N.Cl, predict the reaction product. The product is: [I:13][C:2]1[CH:3]=[N:4][C:5]2[C:10]([CH:11]=1)=[CH:9][C:8]([OH:12])=[CH:7][CH:6]=2.